This data is from NCI-60 drug combinations with 297,098 pairs across 59 cell lines. The task is: Regression. Given two drug SMILES strings and cell line genomic features, predict the synergy score measuring deviation from expected non-interaction effect. (1) Drug 1: C1CN1C2=NC(=NC(=N2)N3CC3)N4CC4. Drug 2: COC1=C(C=C2C(=C1)N=CN=C2NC3=CC(=C(C=C3)F)Cl)OCCCN4CCOCC4. Cell line: SK-OV-3. Synergy scores: CSS=26.9, Synergy_ZIP=-8.83, Synergy_Bliss=2.03, Synergy_Loewe=2.67, Synergy_HSA=2.88. (2) Drug 1: CC(C)(C#N)C1=CC(=CC(=C1)CN2C=NC=N2)C(C)(C)C#N. Drug 2: CC1CCC2CC(C(=CC=CC=CC(CC(C(=O)C(C(C(=CC(C(=O)CC(OC(=O)C3CCCCN3C(=O)C(=O)C1(O2)O)C(C)CC4CCC(C(C4)OC)O)C)C)O)OC)C)C)C)OC. Cell line: HL-60(TB). Synergy scores: CSS=-1.12, Synergy_ZIP=3.09, Synergy_Bliss=0.159, Synergy_Loewe=-0.493, Synergy_HSA=-2.83. (3) Cell line: HCC-2998. Drug 1: CC1=C(C(CCC1)(C)C)C=CC(=CC=CC(=CC(=O)O)C)C. Synergy scores: CSS=-1.31, Synergy_ZIP=-1.01, Synergy_Bliss=-5.37, Synergy_Loewe=-5.82, Synergy_HSA=-5.80. Drug 2: CC1CCC2CC(C(=CC=CC=CC(CC(C(=O)C(C(C(=CC(C(=O)CC(OC(=O)C3CCCCN3C(=O)C(=O)C1(O2)O)C(C)CC4CCC(C(C4)OC)O)C)C)O)OC)C)C)C)OC. (4) Drug 1: C1=CC(=CC=C1C#N)C(C2=CC=C(C=C2)C#N)N3C=NC=N3. Drug 2: CS(=O)(=O)OCCCCOS(=O)(=O)C. Cell line: MALME-3M. Synergy scores: CSS=14.0, Synergy_ZIP=-9.32, Synergy_Bliss=-8.05, Synergy_Loewe=-7.77, Synergy_HSA=-4.79. (5) Synergy scores: CSS=25.9, Synergy_ZIP=1.89, Synergy_Bliss=-4.73, Synergy_Loewe=-64.1, Synergy_HSA=-13.3. Drug 2: C1C(C(OC1N2C=NC3=C(N=C(N=C32)Cl)N)CO)O. Cell line: HL-60(TB). Drug 1: C1CCC(C1)C(CC#N)N2C=C(C=N2)C3=C4C=CNC4=NC=N3. (6) Drug 1: COC1=CC(=CC(=C1O)OC)C2C3C(COC3=O)C(C4=CC5=C(C=C24)OCO5)OC6C(C(C7C(O6)COC(O7)C8=CC=CS8)O)O. Drug 2: CC1CCC2CC(C(=CC=CC=CC(CC(C(=O)C(C(C(=CC(C(=O)CC(OC(=O)C3CCCCN3C(=O)C(=O)C1(O2)O)C(C)CC4CCC(C(C4)OC)OCCO)C)C)O)OC)C)C)C)OC. Cell line: RXF 393. Synergy scores: CSS=28.2, Synergy_ZIP=-2.00, Synergy_Bliss=-1.32, Synergy_Loewe=1.11, Synergy_HSA=2.85.